This data is from Forward reaction prediction with 1.9M reactions from USPTO patents (1976-2016). The task is: Predict the product of the given reaction. Given the reactants [H-].[Na+].[CH2:3]([S:5]([NH2:8])(=[O:7])=[O:6])[CH3:4].[CH3:9][C:10]1([CH3:35])[CH2:19][C:18]2[C:13](=[CH:14][CH:15]=[C:16]([C:20](O)=[O:21])[CH:17]=2)[NH:12][CH:11]1[C:23]1[CH:28]=[CH:27][CH:26]=[C:25]([N:29]2[CH2:34][CH2:33][O:32][CH2:31][CH2:30]2)[CH:24]=1.C(N1C=CN=C1)(N1C=CN=C1)=O, predict the reaction product. The product is: [CH3:9][C:10]1([CH3:35])[CH2:19][C:18]2[C:13](=[CH:14][CH:15]=[C:16]([C:20]([NH:8][S:5]([CH2:3][CH3:4])(=[O:7])=[O:6])=[O:21])[CH:17]=2)[NH:12][CH:11]1[C:23]1[CH:28]=[CH:27][CH:26]=[C:25]([N:29]2[CH2:34][CH2:33][O:32][CH2:31][CH2:30]2)[CH:24]=1.